This data is from CYP2C9 inhibition data for predicting drug metabolism from PubChem BioAssay. The task is: Regression/Classification. Given a drug SMILES string, predict its absorption, distribution, metabolism, or excretion properties. Task type varies by dataset: regression for continuous measurements (e.g., permeability, clearance, half-life) or binary classification for categorical outcomes (e.g., BBB penetration, CYP inhibition). Dataset: cyp2c9_veith. The drug is Cc1sc(NC(=O)c2ccc(OCC(C)C)cc2)c(C(N)=O)c1-c1ccc(Cl)cc1Cl. The result is 1 (inhibitor).